Task: Regression/Classification. Given a drug SMILES string, predict its absorption, distribution, metabolism, or excretion properties. Task type varies by dataset: regression for continuous measurements (e.g., permeability, clearance, half-life) or binary classification for categorical outcomes (e.g., BBB penetration, CYP inhibition). Dataset: hia_hou.. Dataset: Human intestinal absorption (HIA) binary classification data from Hou et al. (1) The molecule is C#C[C@@]1(O)CC[C@@H]2[C@@H]3CC[C@@H]4CC(=O)CCC4=C3[C@H](c3ccc(N(C)C)cc3)C[C@@]21C. The result is 1 (good absorption). (2) The compound is NC[C@@H]1O[C@@H](O[C@@H]2[C@@H](N)C[C@H](N)[C@H](O[C@@H]3O[C@@H](CO)[C@@H](O)[C@H](N)[C@@H]3O)[C@H]2O)[C@@H](N)C[C@@H]1O. The result is 0 (poor absorption). (3) The compound is O=CN(O)CCCP(=O)(O)O. The result is 0 (poor absorption). (4) The molecule is C[C@@H](CCc1ccccc1)NC[C@@H](O)c1ccc(O)c(C(N)=O)c1. The result is 1 (good absorption).